From a dataset of Reaction yield outcomes from USPTO patents with 853,638 reactions. Predict the reaction yield, written as a fraction of the theoretical maximum amount of product (1.0 means a 100% yield; for example, 0.34 means a 34% yield). (1) The reactants are [C:1]1([C:7]2[CH:15]=[C:14]3[C:10]([CH2:11][C:12](=[O:16])[NH:13]3)=[CH:9][CH:8]=2)[CH:6]=[CH:5][CH:4]=[CH:3][CH:2]=1.[N:17]1([CH2:22][CH2:23][O:24][C:25]2[CH:26]=[C:27]3[C:31](=[CH:32][CH:33]=2)[NH:30][C:29]([CH:34]=O)=[CH:28]3)[CH2:21][CH2:20][CH2:19][CH2:18]1.N1CCCCC1. The catalyst is C(O)C. The product is [C:1]1([C:7]2[CH:15]=[C:14]3[C:10]([C:11](=[CH:34][C:29]4[NH:30][C:31]5[C:27]([CH:28]=4)=[CH:26][C:25]([O:24][CH2:23][CH2:22][N:17]4[CH2:21][CH2:20][CH2:19][CH2:18]4)=[CH:33][CH:32]=5)[C:12](=[O:16])[NH:13]3)=[CH:9][CH:8]=2)[CH:2]=[CH:3][CH:4]=[CH:5][CH:6]=1. The yield is 0.720. (2) The reactants are [F:1][C:2]1[CH:3]=[CH:4][C:5]([O:28][C:29]2[CH:34]=[CH:33][CH:32]=[CH:31][CH:30]=2)=[C:6]([NH:8][CH2:9][C:10]2[CH:15]=[C:14]([O:16][CH3:17])[CH:13]=[CH:12][C:11]=2[O:18][CH2:19][CH2:20][O:21][CH:22]2[CH2:27][CH2:26][CH2:25][CH2:24][O:23]2)[CH:7]=1.[C:35](OC(=O)C)(=[O:37])[CH3:36]. The catalyst is N1C=CC=CC=1. The product is [F:1][C:2]1[CH:3]=[CH:4][C:5]([O:28][C:29]2[CH:30]=[CH:31][CH:32]=[CH:33][CH:34]=2)=[C:6]([N:8]([CH2:9][C:10]2[CH:15]=[C:14]([O:16][CH3:17])[CH:13]=[CH:12][C:11]=2[O:18][CH2:19][CH2:20][O:21][CH:22]2[CH2:27][CH2:26][CH2:25][CH2:24][O:23]2)[C:35](=[O:37])[CH3:36])[CH:7]=1. The yield is 0.840. (3) The reactants are [Cl:1][C:2]1[CH:7]=[C:6]([N+:8]([O-:10])=[O:9])[CH:5]=[C:4]([Cl:11])[C:3]=1I.[F:13][C:14]1[CH:19]=[CH:18][CH:17]=[CH:16][C:15]=1B(O)O.C(=O)([O-])[O-].[Na+].[Na+]. The yield is 0.800. The product is [Cl:1][C:2]1[CH:7]=[C:6]([N+:8]([O-:10])=[O:9])[CH:5]=[C:4]([Cl:11])[C:3]=1[C:15]1[CH:16]=[CH:17][CH:18]=[CH:19][C:14]=1[F:13]. The catalyst is CO.ClCCl.C1C=CC(P(C2C=CC=CC=2)C2C=CC=CC=2)=CC=1.C1C=CC(P(C2C=CC=CC=2)C2C=CC=CC=2)=CC=1.Cl[Pd]Cl. (4) The reactants are C(OC([N:8]1[CH2:12][CH2:11][CH2:10][C@@H:9]1[CH2:13][O:14][C:15]1[CH:20]=[CH:19][C:18]([O:21][C:22]2[CH:27]=[CH:26][C:25]([C:28]3[CH:33]=[CH:32][CH:31]=[CH:30][CH:29]=3)=[CH:24][CH:23]=2)=[CH:17][CH:16]=1)=O)(C)(C)C.[ClH:34]. The catalyst is O1CCOCC1. The product is [ClH:34].[C:25]1([C:28]2[CH:29]=[CH:30][CH:31]=[CH:32][CH:33]=2)[CH:24]=[CH:23][C:22]([O:21][C:18]2[CH:19]=[CH:20][C:15]([O:14][CH2:13][C@H:9]3[CH2:10][CH2:11][CH2:12][NH:8]3)=[CH:16][CH:17]=2)=[CH:27][CH:26]=1. The yield is 0.620. (5) The reactants are Cl[C:2]1[N:7]=[C:6]([CH3:8])[N:5]([CH2:9][C:10]2[S:11][C:12]([C:15]([F:18])([F:17])[F:16])=[CH:13][CH:14]=2)[C:4](=[O:19])[N:3]=1.[NH:20]1[C:28]2[C:23](=[CH:24][CH:25]=[CH:26][CH:27]=2)[CH2:22][CH2:21]1. The catalyst is C(Cl)(Cl)Cl. The product is [N:20]1([C:2]2[N:7]=[C:6]([CH3:8])[N:5]([CH2:9][C:10]3[S:11][C:12]([C:15]([F:18])([F:17])[F:16])=[CH:13][CH:14]=3)[C:4](=[O:19])[N:3]=2)[C:28]2[C:23](=[CH:24][CH:25]=[CH:26][CH:27]=2)[CH2:22][CH2:21]1. The yield is 0.250. (6) The reactants are [Cl-].O[NH3+:3].[C:4](=[O:7])([O-])[OH:5].[Na+].CS(C)=O.[CH2:13]([C:15]1[N:16]=[C:17]([CH2:48][CH2:49][CH3:50])[N:18]([CH2:33][C:34]2[CH:39]=[CH:38][C:37]([C:40]3[C:41]([C:46]#[N:47])=[CH:42][CH:43]=[CH:44][CH:45]=3)=[CH:36][CH:35]=2)[C:19](=[O:32])[C:20]=1[C:21]1[CH:26]=[CH:25][C:24]([O:27][CH:28]([CH3:30])[CH3:29])=[CH:23][C:22]=1[F:31])[CH3:14]. The catalyst is O. The product is [CH2:13]([C:15]1[N:16]=[C:17]([CH2:48][CH2:49][CH3:50])[N:18]([CH2:33][C:34]2[CH:35]=[CH:36][C:37]([C:40]3[CH:45]=[CH:44][CH:43]=[CH:42][C:41]=3[C:46]3[NH:3][C:4](=[O:7])[O:5][N:47]=3)=[CH:38][CH:39]=2)[C:19](=[O:32])[C:20]=1[C:21]1[CH:26]=[CH:25][C:24]([O:27][CH:28]([CH3:29])[CH3:30])=[CH:23][C:22]=1[F:31])[CH3:14]. The yield is 0.660. (7) The reactants are [N:1]1[CH:6]=[CH:5][CH:4]=[C:3]([C:7]2[N:16]=[C:10]3[CH:11]=[CH:12][C:13]([NH2:15])=[CH:14][N:9]3[N:8]=2)[CH:2]=1.[CH2:17]([O:19][C:20]([C:22]1[CH:23]=[N:24][N:25]([CH3:30])[C:26]=1[C:27](O)=[O:28])=[O:21])[CH3:18].CCCP(=O)=O.C(OCC)(=O)C.C(N(CC)C(C)C)(C)C. The catalyst is O1CCCC1. The product is [CH2:17]([O:19][C:20]([C:22]1[CH:23]=[N:24][N:25]([CH3:30])[C:26]=1[C:27](=[O:28])[NH:15][C:13]1[CH:12]=[CH:11][C:10]2[N:9]([N:8]=[C:7]([C:3]3[CH:2]=[N:1][CH:6]=[CH:5][CH:4]=3)[N:16]=2)[CH:14]=1)=[O:21])[CH3:18]. The yield is 0.930.